From a dataset of Full USPTO retrosynthesis dataset with 1.9M reactions from patents (1976-2016). Predict the reactants needed to synthesize the given product. Given the product [O:19]([C:21]1[CH:29]=[CH:28][CH:27]=[C:26]([O:30][CH3:31])[C:22]=1[C:23]([N:12]1[C:13]2[C:18](=[CH:17][N:16]=[CH:15][CH:14]=2)[C:10]([C:7]2[CH2:8][CH:9]3[N:4]([CH2:3][CH2:2][CH2:1]3)[CH2:5][CH:6]=2)=[CH:11]1)=[O:24])[CH3:20], predict the reactants needed to synthesize it. The reactants are: [CH2:1]1[CH:9]2[N:4]([CH2:5][CH:6]=[C:7]([C:10]3[C:18]4[C:13](=[CH:14][CH:15]=[N:16][CH:17]=4)[NH:12][CH:11]=3)[CH2:8]2)[CH2:3][CH2:2]1.[O:19]([C:21]1[CH:29]=[CH:28][CH:27]=[C:26]([O:30][CH3:31])[C:22]=1[C:23](Cl)=[O:24])[CH3:20].C[Si]([N-][Si](C)(C)C)(C)C.[Na+].